Dataset: Forward reaction prediction with 1.9M reactions from USPTO patents (1976-2016). Task: Predict the product of the given reaction. Given the reactants [C:1]([C:4]1[C:5]([F:25])=[C:6]([N:10]([CH2:22][O:23][CH3:24])[S:11]([C:14]2[CH:19]=[C:18]([F:20])[CH:17]=[CH:16][C:15]=2[F:21])(=[O:13])=[O:12])[CH:7]=[CH:8][CH:9]=1)(=[O:3])[CH3:2].[CH3:26][Si:27](OS(C(F)(F)F)(=O)=O)([CH3:29])[CH3:28], predict the reaction product. The product is: [F:21][C:15]1[CH:16]=[CH:17][C:18]([F:20])=[CH:19][C:14]=1[S:11]([N:10]([C:6]1[CH:7]=[CH:8][CH:9]=[C:4]([C:1]([O:3][Si:27]([CH3:29])([CH3:28])[CH3:26])=[CH2:2])[C:5]=1[F:25])[CH2:22][O:23][CH3:24])(=[O:13])=[O:12].